From a dataset of Forward reaction prediction with 1.9M reactions from USPTO patents (1976-2016). Predict the product of the given reaction. (1) Given the reactants [F:1][C:2]1[CH:7]=[CH:6][C:5]([C:8]([NH:10][C@@H:11]([CH2:15][SH:16])[C:12]([OH:14])=[O:13])=[O:9])=[CH:4][CH:3]=1.C([O-])([O-])=O.[K+].[K+].Br[CH2:24][CH2:25][OH:26].Cl, predict the reaction product. The product is: [F:1][C:2]1[CH:3]=[CH:4][C:5]([C:8]([NH:10][C@@H:11]([CH2:15][S:16][CH2:24][CH2:25][OH:26])[C:12]([OH:14])=[O:13])=[O:9])=[CH:6][CH:7]=1. (2) Given the reactants [N:1]1([CH2:10][C:11]2[N:15]3[CH2:16][CH2:17][O:18][C:19]4[CH:24]=[CH:23][C:22](Br)=[CH:21][C:20]=4[C:14]3=[N:13][C:12]=2[C:26]([NH2:28])=[O:27])[C:5]2=[N:6][CH:7]=[CH:8][CH:9]=[C:4]2[CH:3]=[N:2]1.BrC1C=CC2OCCN3C(CN4C=CN=C4C)=C(C(N)=O)N=C3C=2C=1.N1C2C(=CC=NC=2)C=N1.[CH3:63][C:64]([OH:68])([C:66]#[CH:67])[CH3:65], predict the reaction product. The product is: [N:1]1([CH2:10][C:11]2[N:15]3[CH2:16][CH2:17][O:18][C:19]4[CH:24]=[CH:23][C:22]([C:67]#[C:66][C:64]([OH:68])([CH3:65])[CH3:63])=[CH:21][C:20]=4[C:14]3=[N:13][C:12]=2[C:26]([NH2:28])=[O:27])[C:5]2=[N:6][CH:7]=[CH:8][CH:9]=[C:4]2[CH:3]=[N:2]1. (3) Given the reactants [NH2:1][C:2]1[CH:7]=[C:6]([O:8][C:9]([F:12])([F:11])[F:10])[CH:5]=[CH:4][C:3]=1[NH:13][C:14](=O)[CH2:15][CH2:16][CH:17]1[CH2:20][CH:19]([N:21]([CH2:23][C@@H:24]2[C@@H:31]3[C@@H:27]([O:28][C:29]([CH3:33])([CH3:32])[O:30]3)[C@H:26]([N:34]3[C:38]4[N:39]=[CH:40][N:41]=[C:42]([NH:43][CH2:44][C:45]5[CH:50]=[CH:49][C:48]([O:51][CH3:52])=[CH:47][C:46]=5[O:53][CH3:54])[C:37]=4[CH:36]=[CH:35]3)[CH2:25]2)[CH3:22])[CH2:18]1, predict the reaction product. The product is: [CH3:54][O:53][C:46]1[CH:47]=[C:48]([O:51][CH3:52])[CH:49]=[CH:50][C:45]=1[CH2:44][NH:43][C:42]1[C:37]2[CH:36]=[CH:35][N:34]([C@H:26]3[C@H:27]4[C@H:31]([O:30][C:29]([CH3:33])([CH3:32])[O:28]4)[C@@H:24]([CH2:23][N:21]([CH3:22])[CH:19]4[CH2:18][CH:17]([CH2:16][CH2:15][C:14]5[NH:13][C:3]6[CH:4]=[CH:5][C:6]([O:8][C:9]([F:12])([F:10])[F:11])=[CH:7][C:2]=6[N:1]=5)[CH2:20]4)[CH2:25]3)[C:38]=2[N:39]=[CH:40][N:41]=1. (4) Given the reactants [S:1](=[O:39])(=[O:38])([O:3][CH2:4][C@@H:5]1[CH2:9][C@@H:8]([O:10][C:11]2[CH:16]=[CH:15][N:14]=[C:13]([NH:17][C@@H:18]3[C:26]4[C:21](=[CH:22][C:23]([Cl:27])=[CH:24][CH:25]=4)[C:20]([CH3:29])([CH3:28])[CH2:19]3)[CH:12]=2)[CH2:7][C@@H:6]1[O:30][Si](C(C)(C)C)(C)C)[NH2:2], predict the reaction product. The product is: [S:1](=[O:39])(=[O:38])([O:3][CH2:4][C@@H:5]1[CH2:9][C@@H:8]([O:10][C:11]2[CH:16]=[CH:15][N:14]=[C:13]([NH:17][C@@H:18]3[C:26]4[C:21](=[CH:22][C:23]([Cl:27])=[CH:24][CH:25]=4)[C:20]([CH3:28])([CH3:29])[CH2:19]3)[CH:12]=2)[CH2:7][C@@H:6]1[OH:30])[NH2:2]. (5) Given the reactants [Cl:1][C:2]1[CH:3]=[C:4]([CH:9]=[C:10]([Cl:21])[C:11]=1[CH2:12][N:13]1[CH2:17][CH2:16][C@H:15]([N:18]([CH3:20])[CH3:19])[CH2:14]1)[C:5]([O:7]C)=[O:6], predict the reaction product. The product is: [Cl:1][C:2]1[CH:3]=[C:4]([CH:9]=[C:10]([Cl:21])[C:11]=1[CH2:12][N:13]1[CH2:17][CH2:16][C@H:15]([N:18]([CH3:19])[CH3:20])[CH2:14]1)[C:5]([OH:7])=[O:6]. (6) The product is: [CH:32]1([NH:28][C:23]([C:4]2[S:5][C:6]([C:7]3[CH:8]=[C:9]4[C:14](=[CH:15][CH:16]=3)[C:13]([N:17]3[CH2:22][CH2:21][O:20][CH2:19][CH2:18]3)=[N:12][N:11]=[CH:10]4)=[C:2]([CH3:1])[CH:3]=2)=[O:25])[CH2:34][CH2:33]1. Given the reactants [CH3:1][C:2]1[CH:3]=[C:4]([C:23]([OH:25])=O)[S:5][C:6]=1[C:7]1[CH:8]=[C:9]2[C:14](=[CH:15][CH:16]=1)[C:13]([N:17]1[CH2:22][CH2:21][O:20][CH2:19][CH2:18]1)=[N:12][N:11]=[CH:10]2.CC[N:28]([CH:32]([CH3:34])[CH3:33])C(C)C.C1(N)CC1, predict the reaction product.